Dataset: hERG Central: cardiac toxicity at 1µM, 10µM, and general inhibition. Task: Predict hERG channel inhibition at various concentrations. The molecule is COc1cccc(NC(=O)CSc2nc3ccccc3c(=O)n2CCCC(=O)N2CCCC2)c1. Results: hERG_inhib (hERG inhibition (general)): blocker.